From a dataset of Forward reaction prediction with 1.9M reactions from USPTO patents (1976-2016). Predict the product of the given reaction. Given the reactants [Cl:1][C:2]1[CH:7]=[CH:6][C:5]([NH:8][C:9]([C:11]2[N:15]([CH2:16][CH2:17][CH3:18])[N:14]=[C:13]([C:19]([F:25])([F:24])[C:20]([F:23])([F:22])[F:21])[C:12]=2[C:26]([F:29])([F:28])[F:27])=[O:10])=[CH:4][C:3]=1[C:30](=[O:37])[NH:31][C:32]1([C:35]#[N:36])[CH2:34][CH2:33]1.C(=O)([O-])[O-].[K+].[K+].I[CH2:45][CH3:46], predict the reaction product. The product is: [Cl:1][C:2]1[CH:7]=[CH:6][C:5]([N:8]([CH2:45][CH3:46])[C:9]([C:11]2[N:15]([CH2:16][CH2:17][CH3:18])[N:14]=[C:13]([C:19]([F:25])([F:24])[C:20]([F:23])([F:21])[F:22])[C:12]=2[C:26]([F:29])([F:27])[F:28])=[O:10])=[CH:4][C:3]=1[C:30](=[O:37])[NH:31][C:32]1([C:35]#[N:36])[CH2:34][CH2:33]1.